Dataset: Forward reaction prediction with 1.9M reactions from USPTO patents (1976-2016). Task: Predict the product of the given reaction. Given the reactants [CH3:1][C@H:2]([NH:6][C:7]1[C:12]([C:13]([OH:15])=O)=[CH:11][N:10]=[C:9]2[N:16]([CH2:19][CH3:20])[N:17]=[CH:18][C:8]=12)[CH:3]([CH3:5])[CH3:4].C(Cl)CCl.CCN(C(C)C)C(C)C.[CH2:34]([CH:36]([CH2:39][CH3:40])[CH2:37][NH2:38])[CH3:35], predict the reaction product. The product is: [CH3:1][C@H:2]([NH:6][C:7]1[C:12]([C:13]([NH:38][CH2:37][CH:36]([CH2:39][CH3:40])[CH2:34][CH3:35])=[O:15])=[CH:11][N:10]=[C:9]2[N:16]([CH2:19][CH3:20])[N:17]=[CH:18][C:8]=12)[CH:3]([CH3:4])[CH3:5].